This data is from Plasma protein binding rate (PPBR) regression data from AstraZeneca. The task is: Regression/Classification. Given a drug SMILES string, predict its absorption, distribution, metabolism, or excretion properties. Task type varies by dataset: regression for continuous measurements (e.g., permeability, clearance, half-life) or binary classification for categorical outcomes (e.g., BBB penetration, CYP inhibition). For this dataset (ppbr_az), we predict Y. The molecule is N#Cc1ccc(F)c(-c2cc(C(F)(F)F)ccc2OCC(=O)O)c1. The Y is 97.1 %.